This data is from NCI-60 drug combinations with 297,098 pairs across 59 cell lines. The task is: Regression. Given two drug SMILES strings and cell line genomic features, predict the synergy score measuring deviation from expected non-interaction effect. (1) Drug 1: C1=NC(=NC(=O)N1C2C(C(C(O2)CO)O)O)N. Drug 2: C1=CC=C(C=C1)NC(=O)CCCCCCC(=O)NO. Cell line: SK-MEL-28. Synergy scores: CSS=22.9, Synergy_ZIP=-9.28, Synergy_Bliss=-6.04, Synergy_Loewe=-15.7, Synergy_HSA=-4.07. (2) Drug 1: C1=CC(=C2C(=C1NCCNCCO)C(=O)C3=C(C=CC(=C3C2=O)O)O)NCCNCCO. Drug 2: CN(CCCl)CCCl.Cl. Cell line: OVCAR-4. Synergy scores: CSS=22.5, Synergy_ZIP=-2.06, Synergy_Bliss=3.42, Synergy_Loewe=-10.9, Synergy_HSA=2.53. (3) Drug 1: CC1=C2C(C(=O)C3(C(CC4C(C3C(C(C2(C)C)(CC1OC(=O)C(C(C5=CC=CC=C5)NC(=O)OC(C)(C)C)O)O)OC(=O)C6=CC=CC=C6)(CO4)OC(=O)C)O)C)O. Drug 2: C1=NC2=C(N1)C(=S)N=CN2. Cell line: SF-295. Synergy scores: CSS=41.1, Synergy_ZIP=2.56, Synergy_Bliss=-1.48, Synergy_Loewe=-29.9, Synergy_HSA=-5.50. (4) Drug 1: CC(C1=C(C=CC(=C1Cl)F)Cl)OC2=C(N=CC(=C2)C3=CN(N=C3)C4CCNCC4)N. Drug 2: C1=CC(=CC=C1CC(C(=O)O)N)N(CCCl)CCCl.Cl. Cell line: HCT116. Synergy scores: CSS=22.8, Synergy_ZIP=-6.52, Synergy_Bliss=-1.78, Synergy_Loewe=-1.64, Synergy_HSA=-0.599. (5) Drug 1: C1=CC(=CC=C1CCCC(=O)O)N(CCCl)CCCl. Drug 2: CC(C)NC(=O)C1=CC=C(C=C1)CNNC.Cl. Cell line: HCT-15. Synergy scores: CSS=3.39, Synergy_ZIP=0.550, Synergy_Bliss=-0.847, Synergy_Loewe=-14.7, Synergy_HSA=-3.93. (6) Drug 1: CCCS(=O)(=O)NC1=C(C(=C(C=C1)F)C(=O)C2=CNC3=C2C=C(C=N3)C4=CC=C(C=C4)Cl)F. Drug 2: C1=NC2=C(N1)C(=S)N=C(N2)N. Cell line: U251. Synergy scores: CSS=20.6, Synergy_ZIP=-6.45, Synergy_Bliss=0.391, Synergy_Loewe=-5.69, Synergy_HSA=0.918. (7) Drug 1: CC(CN1CC(=O)NC(=O)C1)N2CC(=O)NC(=O)C2. Drug 2: C1=C(C(=O)NC(=O)N1)N(CCCl)CCCl. Cell line: EKVX. Synergy scores: CSS=14.8, Synergy_ZIP=-6.13, Synergy_Bliss=-1.73, Synergy_Loewe=-2.23, Synergy_HSA=-0.322. (8) Drug 1: COC1=CC(=CC(=C1O)OC)C2C3C(COC3=O)C(C4=CC5=C(C=C24)OCO5)OC6C(C(C7C(O6)COC(O7)C8=CC=CS8)O)O. Drug 2: CC1C(C(=O)NC(C(=O)N2CCCC2C(=O)N(CC(=O)N(C(C(=O)O1)C(C)C)C)C)C(C)C)NC(=O)C3=C4C(=C(C=C3)C)OC5=C(C(=O)C(=C(C5=N4)C(=O)NC6C(OC(=O)C(N(C(=O)CN(C(=O)C7CCCN7C(=O)C(NC6=O)C(C)C)C)C)C(C)C)C)N)C. Cell line: NCI-H226. Synergy scores: CSS=14.8, Synergy_ZIP=-2.70, Synergy_Bliss=-3.31, Synergy_Loewe=-3.62, Synergy_HSA=-3.41.